From a dataset of Forward reaction prediction with 1.9M reactions from USPTO patents (1976-2016). Predict the product of the given reaction. (1) Given the reactants [CH3:1][C@:2]12[C:8]([CH3:10])([CH3:9])[C@H:5]([CH2:6][CH2:7]1)[CH:4]([C:11](Cl)=[O:12])[C:3]2=O.C(=[N:17][NH:18][C:19]1[CH:24]=[CH:23][CH:22]=[CH:21][CH:20]=1)C.N1C=CC=CC=1.Cl, predict the reaction product. The product is: [C:19]1([N:18]2[C:11](=[O:12])[C:4]3[C@@H:5]4[C:8]([CH3:10])([CH3:9])[C@@:2]([CH3:1])([CH2:7][CH2:6]4)[C:3]=3[NH:17]2)[CH:24]=[CH:23][CH:22]=[CH:21][CH:20]=1. (2) Given the reactants [NH2:1][C:2]1[CH:3]=[CH:4][C:5]([O:8][CH3:9])=[N:6][CH:7]=1.[CH3:10][C:11]1([CH3:19])[O:16][C:15](=[O:17])[CH2:14][C:13](=[O:18])[O:12]1.[CH:20](OCC)(OCC)OCC, predict the reaction product. The product is: [CH3:9][O:8][C:5]1[N:6]=[CH:7][C:2]([NH:1][CH:20]=[C:14]2[C:15](=[O:17])[O:16][C:11]([CH3:19])([CH3:10])[O:12][C:13]2=[O:18])=[CH:3][CH:4]=1. (3) Given the reactants [F:1][C:2]1[C:3]([N:26]2[CH2:29][CH:28]([NH:30]C(=O)OC(C)(C)C)[CH2:27]2)=[N:4][C:5]([C:8]2[CH:12]=[C:11]([C:13]3[CH:17]=[CH:16][O:15][N:14]=3)[N:10]([CH2:18][C:19]3[CH:24]=[CH:23][CH:22]=[CH:21][C:20]=3[F:25])[N:9]=2)=[N:6][CH:7]=1.C(O)(C(F)(F)F)=O, predict the reaction product. The product is: [F:1][C:2]1[C:3]([N:26]2[CH2:27][CH:28]([NH2:30])[CH2:29]2)=[N:4][C:5]([C:8]2[CH:12]=[C:11]([C:13]3[CH:17]=[CH:16][O:15][N:14]=3)[N:10]([CH2:18][C:19]3[CH:24]=[CH:23][CH:22]=[CH:21][C:20]=3[F:25])[N:9]=2)=[N:6][CH:7]=1. (4) Given the reactants [Cl:1][C:2]1[CH:7]=[CH:6][CH:5]=[C:4]([F:8])[C:3]=1[NH2:9].N1C=CC=CC=1O[C:17](=[S:25])OC1C=CC=CN=1, predict the reaction product. The product is: [Cl:1][C:2]1[CH:7]=[CH:6][CH:5]=[C:4]([F:8])[C:3]=1[N:9]=[C:17]=[S:25]. (5) Given the reactants Cl.[Cl:2][C:3]1[CH:11]=[C:10]2[C:6]([C:7]([CH2:12][CH2:13][NH2:14])=[CH:8][NH:9]2)=[CH:5][CH:4]=1.C(N(C(C)C)C(C)C)C.[F:24][CH:25]([F:36])[CH2:26][O:27][C:28]1[CH:29]=[C:30]([CH:33]=[CH:34][CH:35]=1)[CH:31]=O.S([O-])([O-])(=O)=O.[Na+].[Na+].[BH4-].[Na+], predict the reaction product. The product is: [Cl:2][C:3]1[CH:11]=[C:10]2[C:6]([C:7]([CH2:12][CH2:13][NH:14][CH2:31][C:30]3[CH:33]=[CH:34][CH:35]=[C:28]([O:27][CH2:26][CH:25]([F:24])[F:36])[CH:29]=3)=[CH:8][NH:9]2)=[CH:5][CH:4]=1. (6) Given the reactants [Cl:1][C:2]1[C:3]([F:28])=[C:4]([NH:9][C:10]2[C:19]3[C:14](=[CH:15][C:16]([O:23][CH2:24][CH2:25][O:26][CH3:27])=[C:17]([N+:20]([O-])=O)[CH:18]=3)[N:13]=[CH:12][N:11]=2)[CH:5]=[CH:6][C:7]=1[Cl:8], predict the reaction product. The product is: [Cl:1][C:2]1[C:3]([F:28])=[C:4]([NH:9][C:10]2[C:19]3[C:14](=[CH:15][C:16]([O:23][CH2:24][CH2:25][O:26][CH3:27])=[C:17]([NH2:20])[CH:18]=3)[N:13]=[CH:12][N:11]=2)[CH:5]=[CH:6][C:7]=1[Cl:8]. (7) Given the reactants [O:1]1[CH2:6][CH2:5][CH:4]([C:7]([N:9]2[CH2:14][CH2:13][CH:12]([C:15]3[CH:20]=[CH:19][C:18]([OH:21])=[CH:17][CH:16]=3)[CH2:11][CH2:10]2)=[O:8])[CH2:3][CH2:2]1.Br[CH2:23][CH2:24][CH2:25][Cl:26].C(=O)([O-])[O-].[K+].[K+], predict the reaction product. The product is: [Cl:26][CH2:25][CH2:24][CH2:23][O:21][C:18]1[CH:19]=[CH:20][C:15]([CH:12]2[CH2:11][CH2:10][N:9]([C:7]([CH:4]3[CH2:5][CH2:6][O:1][CH2:2][CH2:3]3)=[O:8])[CH2:14][CH2:13]2)=[CH:16][CH:17]=1. (8) The product is: [F:17][C:13]1[CH:14]=[CH:15][CH:16]=[C:9]2[C:10]=1[CH:11]=[C:3]([C:4](=[O:6])[CH3:5])[C:2]([CH3:1])=[N:8]2. Given the reactants [CH3:1][C:2](=O)[CH2:3][C:4](=[O:6])[CH3:5].[NH2:8][C:9]1[CH:16]=[CH:15][CH:14]=[C:13]([F:17])[C:10]=1[CH:11]=O.Cl.[OH-].[Na+], predict the reaction product. (9) Given the reactants [Cl:1][C:2]1[CH:3]=[CH:4][C:5]([C:16]#[N:17])=[C:6]([NH:8][C:9]([C:11]2[CH:15]=[CH:14][NH:13][N:12]=2)=[O:10])[CH:7]=1.[O:18]1[CH:22]=[CH:21][CH:20]=[C:19]1[C:23](Cl)=[O:24], predict the reaction product. The product is: [Cl:1][C:2]1[CH:3]=[CH:4][C:5]([C:16]#[N:17])=[C:6]([NH:8][C:9]([C:11]2[CH:15]=[CH:14][N:13]([C:23]([C:19]3[O:18][CH:22]=[CH:21][CH:20]=3)=[O:24])[N:12]=2)=[O:10])[CH:7]=1.